Predict the product of the given reaction. From a dataset of Forward reaction prediction with 1.9M reactions from USPTO patents (1976-2016). The product is: [O:2]=[C:3]1[CH2:8][CH2:7][N:6]([C:14]([O:16][C:17]([CH3:20])([CH3:19])[CH3:18])=[O:15])[CH2:5][CH:4]1[C:9]([O:11][CH2:12][CH3:13])=[O:10]. Given the reactants Cl.[O:2]=[C:3]1[CH2:8][CH2:7][NH:6][CH2:5][CH:4]1[C:9]([O:11][CH2:12][CH3:13])=[O:10].[C:14](O[C:14]([O:16][C:17]([CH3:20])([CH3:19])[CH3:18])=[O:15])([O:16][C:17]([CH3:20])([CH3:19])[CH3:18])=[O:15].[OH-].[Na+].Cl, predict the reaction product.